Dataset: NCI-60 drug combinations with 297,098 pairs across 59 cell lines. Task: Regression. Given two drug SMILES strings and cell line genomic features, predict the synergy score measuring deviation from expected non-interaction effect. (1) Drug 1: C1C(C(OC1N2C=NC3=C(N=C(N=C32)Cl)N)CO)O. Drug 2: C1CN1C2=NC(=NC(=N2)N3CC3)N4CC4. Cell line: U251. Synergy scores: CSS=42.0, Synergy_ZIP=-0.393, Synergy_Bliss=-1.89, Synergy_Loewe=1.69, Synergy_HSA=3.09. (2) Drug 1: CC1=CC=C(C=C1)C2=CC(=NN2C3=CC=C(C=C3)S(=O)(=O)N)C(F)(F)F. Drug 2: C1=NNC2=C1C(=O)NC=N2. Cell line: DU-145. Synergy scores: CSS=2.08, Synergy_ZIP=2.51, Synergy_Bliss=6.20, Synergy_Loewe=3.13, Synergy_HSA=3.62. (3) Drug 1: C1CCC(CC1)NC(=O)N(CCCl)N=O. Drug 2: CC1=C2C(C(=O)C3(C(CC4C(C3C(C(C2(C)C)(CC1OC(=O)C(C(C5=CC=CC=C5)NC(=O)OC(C)(C)C)O)O)OC(=O)C6=CC=CC=C6)(CO4)OC(=O)C)O)C)O. Cell line: EKVX. Synergy scores: CSS=27.7, Synergy_ZIP=-9.30, Synergy_Bliss=-6.05, Synergy_Loewe=-41.3, Synergy_HSA=-4.37. (4) Drug 1: C1CNP(=O)(OC1)N(CCCl)CCCl. Drug 2: CC12CCC3C(C1CCC2OP(=O)(O)O)CCC4=C3C=CC(=C4)OC(=O)N(CCCl)CCCl.[Na+]. Cell line: SK-MEL-5. Synergy scores: CSS=-2.84, Synergy_ZIP=5.96, Synergy_Bliss=8.01, Synergy_Loewe=-2.96, Synergy_HSA=-1.64. (5) Synergy scores: CSS=-1.06, Synergy_ZIP=3.31, Synergy_Bliss=6.73, Synergy_Loewe=1.58, Synergy_HSA=1.56. Drug 2: COC1=NC(=NC2=C1N=CN2C3C(C(C(O3)CO)O)O)N. Cell line: M14. Drug 1: CC1=C(C=C(C=C1)NC(=O)C2=CC=C(C=C2)CN3CCN(CC3)C)NC4=NC=CC(=N4)C5=CN=CC=C5. (6) Drug 1: C1=CC=C(C=C1)NC(=O)CCCCCCC(=O)NO. Drug 2: CCN(CC)CCNC(=O)C1=C(NC(=C1C)C=C2C3=C(C=CC(=C3)F)NC2=O)C. Cell line: SK-MEL-28. Synergy scores: CSS=2.58, Synergy_ZIP=-2.33, Synergy_Bliss=-6.73, Synergy_Loewe=-6.24, Synergy_HSA=-7.98. (7) Drug 1: CC1C(C(=O)NC(C(=O)N2CCCC2C(=O)N(CC(=O)N(C(C(=O)O1)C(C)C)C)C)C(C)C)NC(=O)C3=C4C(=C(C=C3)C)OC5=C(C(=O)C(=C(C5=N4)C(=O)NC6C(OC(=O)C(N(C(=O)CN(C(=O)C7CCCN7C(=O)C(NC6=O)C(C)C)C)C)C(C)C)C)N)C. Drug 2: CC1=C(C(CCC1)(C)C)C=CC(=CC=CC(=CC(=O)O)C)C. Cell line: NCIH23. Synergy scores: CSS=41.7, Synergy_ZIP=4.70, Synergy_Bliss=9.97, Synergy_Loewe=-1.80, Synergy_HSA=9.98. (8) Drug 1: CC1=C(C=C(C=C1)NC2=NC=CC(=N2)N(C)C3=CC4=NN(C(=C4C=C3)C)C)S(=O)(=O)N.Cl. Drug 2: CC1OCC2C(O1)C(C(C(O2)OC3C4COC(=O)C4C(C5=CC6=C(C=C35)OCO6)C7=CC(=C(C(=C7)OC)O)OC)O)O. Cell line: MDA-MB-435. Synergy scores: CSS=4.78, Synergy_ZIP=0.495, Synergy_Bliss=-1.97, Synergy_Loewe=-12.6, Synergy_HSA=-6.25.